From a dataset of Reaction yield outcomes from USPTO patents with 853,638 reactions. Predict the reaction yield, written as a fraction of the theoretical maximum amount of product (1.0 means a 100% yield; for example, 0.34 means a 34% yield). (1) The reactants are [CH3:1][C:2]1[NH:3][C:4]([NH2:7])=[N:5][N:6]=1.[C:8]([C:10]1[CH:15]=[CH:14][CH:13]=[CH:12][C:11]=1[C:16]1[CH:21]=[CH:20][C:19]([CH2:22][CH:23]([C:29](=O)[CH2:30][CH2:31][CH3:32])[C:24](OCC)=[O:25])=[CH:18][CH:17]=1)#[N:9]. The catalyst is ClC1C=CC(Cl)=CC=1Cl. The product is [CH3:1][C:2]1[N:3]=[C:4]2[NH:7][C:24](=[O:25])[C:23]([CH2:22][C:19]3[CH:20]=[CH:21][C:16]([C:11]4[C:10]([C:8]#[N:9])=[CH:15][CH:14]=[CH:13][CH:12]=4)=[CH:17][CH:18]=3)=[C:29]([CH2:30][CH2:31][CH3:32])[N:5]2[N:6]=1. The yield is 0.440. (2) The reactants are Cl[CH2:2][C:3]1[CH:4]=[C:5]([O:12][CH3:13])[C:6]2[O:10][CH2:9][O:8][C:7]=2[CH:11]=1.[C-:14]#[N:15].[Na+].O. The catalyst is CS(C)=O. The product is [CH3:13][O:12][C:5]1[C:6]2[O:10][CH2:9][O:8][C:7]=2[CH:11]=[C:3]([CH2:2][C:14]#[N:15])[CH:4]=1. The yield is 0.450. (3) The reactants are Cl.[CH3:2][NH2:3].C([O-])(=O)C.[K+].[Cl:9][C:10]1[CH:15]=[CH:14][C:13]([S:16]([CH2:19][CH2:20][C:21](Cl)=[O:22])(=[O:18])=[O:17])=[CH:12][CH:11]=1. The catalyst is O.C1COCC1. The product is [Cl:9][C:10]1[CH:15]=[CH:14][C:13]([S:16]([CH2:19][CH2:20][C:21]([NH:3][CH3:2])=[O:22])(=[O:18])=[O:17])=[CH:12][CH:11]=1. The yield is 0.270. (4) The reactants are [NH2:1][C:2]1[CH:6]=[CH:5][NH:4][N:3]=1.CN1[CH:15]=[CH:14][C:12](=[O:13])N(C)C1=O.[O-]CC.[Na+:20].C(O)C. The catalyst is CO.ClCCl. The product is [N:4]1[N:3]2[CH:15]=[CH:14][C:12]([O-:13])=[N:1][C:2]2=[CH:6][CH:5]=1.[Na+:20]. The yield is 0.950. (5) The reactants are [CH2:1](O)[CH3:2].[F:4][C:5]([F:11])([F:10])[S:6]([NH2:9])(=[O:8])=[O:7].[C:12]12([C:22]([OH:24])=[O:23])[CH2:21][CH:16]3[CH2:17][CH:18]([CH2:20][CH:14]([CH2:15]3)[CH2:13]1)[CH2:19]2.C1(C)C=CC(S(O)(=O)=O)=CC=1.C1(C)C=CC=CC=1. The yield is 0.750. The catalyst is C(OCC)(=O)C. The product is [C:12]12([C:22]([O:24][CH2:1][CH2:2][NH:9][S:6]([C:5]([F:11])([F:10])[F:4])(=[O:8])=[O:7])=[O:23])[CH2:21][CH:16]3[CH2:17][CH:18]([CH2:20][CH:14]([CH2:15]3)[CH2:13]1)[CH2:19]2.